From a dataset of Reaction yield outcomes from USPTO patents with 853,638 reactions. Predict the reaction yield, written as a fraction of the theoretical maximum amount of product (1.0 means a 100% yield; for example, 0.34 means a 34% yield). (1) The reactants are [CH3:1][O:2][NH:3][C:4]([C:6]1[C:7](=[O:29])[C:8]2[CH:13]=[N:12][C:11](S(C)(=O)=O)=[N:10][C:9]=2[N:18]([C:20]2[CH:21]=[C:22]3[C:26](=[CH:27][CH:28]=2)[CH2:25][CH2:24][CH2:23]3)[CH:19]=1)=[O:5].[NH2:30][C:31]1[CH:32]=[C:33]([CH2:37][CH2:38][N:39]2[CH2:44][CH2:43][N:42]([C:45](=[O:47])[CH3:46])[CH2:41][CH2:40]2)[CH:34]=[CH:35][CH:36]=1. The catalyst is O1CCOCC1.O.C(OCC)(=O)C.[O-]S(C(F)(F)F)(=O)=O.[Ag+]. The product is [CH3:1][O:2][NH:3][C:4]([C:6]1[C:7](=[O:29])[C:8]2[CH:13]=[N:12][C:11]([NH:30][C:31]3[CH:36]=[CH:35][CH:34]=[C:33]([CH2:37][CH2:38][N:39]4[CH2:40][CH2:41][N:42]([C:45](=[O:47])[CH3:46])[CH2:43][CH2:44]4)[CH:32]=3)=[N:10][C:9]=2[N:18]([C:20]2[CH:21]=[C:22]3[C:26](=[CH:27][CH:28]=2)[CH2:25][CH2:24][CH2:23]3)[CH:19]=1)=[O:5]. The yield is 0.170. (2) The reactants are [F:1][C:2]1[C:3]([CH3:13])=[C:4]2[C:9](=[CH:10][CH:11]=1)[NH:8][C:7](=[O:12])[CH2:6][CH2:5]2.[H-].[Na+].Cl[CH2:17][CH2:18][CH2:19]I.[CH2:21]([CH:25]1[CH2:30][CH2:29][NH:28][CH2:27][CH2:26]1)[CH2:22][CH2:23][CH3:24].[Na+].[I-].C([O-])([O-])=O.[K+].[K+]. The catalyst is CN(C=O)C. The product is [CH2:21]([CH:25]1[CH2:30][CH2:29][N:28]([CH2:17][CH2:18][CH2:19][N:8]2[C:9]3[C:4](=[C:3]([CH3:13])[C:2]([F:1])=[CH:11][CH:10]=3)[CH2:5][CH2:6][C:7]2=[O:12])[CH2:27][CH2:26]1)[CH2:22][CH2:23][CH3:24]. The yield is 0.330. (3) The reactants are [H-].[Na+].[CH3:3][O:4][C:5](=[O:11])[C:6]([CH3:10])([CH3:9])[CH2:7][OH:8].[CH2:12](OS(C1C=CC(C)=CC=1)(=O)=O)C. The catalyst is CN(C)C=O.O.CCCCCC. The product is [CH3:3][O:4][C:5](=[O:11])[C:6]([CH3:10])([CH3:9])[CH2:7][O:8][CH3:12]. The yield is 0.470. (4) The reactants are [H-].[Na+].[OH:3][CH2:4][CH:5]1[CH2:9][N:8]([S:10]([CH3:13])(=[O:12])=[O:11])[CH2:7][CH:6]1[CH2:14][OH:15].[CH2:16](Br)[C:17]1[CH:22]=[CH:21][CH:20]=[CH:19][CH:18]=1. The catalyst is CN(C=O)C. The product is [CH2:16]([O:15][CH2:14][CH:6]1[CH2:7][N:8]([S:10]([CH3:13])(=[O:12])=[O:11])[CH2:9][CH:5]1[CH2:4][OH:3])[C:17]1[CH:22]=[CH:21][CH:20]=[CH:19][CH:18]=1. The yield is 0.580. (5) The reactants are [Cl:1][C:2]1[CH:3]=[C:4]([N:17]([C:22]2[C:40]([CH:41]3[CH2:43][CH2:42]3)=[CH:39][C:25]3[C:26]([C:36]([OH:38])=[O:37])=[C:27]([C:29]4[CH:34]=[CH:33][C:32]([Cl:35])=[CH:31][CH:30]=4)[O:28][C:24]=3[CH:23]=2)[S:18]([CH3:21])(=[O:20])=[O:19])[CH:5]=[CH:6][C:7]=1[B:8]1[O:12]C(C)(C)C(C)(C)[O:9]1.I([O-])(=O)(=O)=O.[Na+].Cl.O. The catalyst is C1COCC1.CCOC(C)=O. The product is [B:8]([C:7]1[CH:6]=[CH:5][C:4]([N:17]([C:22]2[C:40]([CH:41]3[CH2:42][CH2:43]3)=[CH:39][C:25]3[C:26]([C:36]([OH:38])=[O:37])=[C:27]([C:29]4[CH:30]=[CH:31][C:32]([Cl:35])=[CH:33][CH:34]=4)[O:28][C:24]=3[CH:23]=2)[S:18]([CH3:21])(=[O:20])=[O:19])=[CH:3][C:2]=1[Cl:1])([OH:9])[OH:12]. The yield is 0.240. (6) The reactants are [F:1][C:2]([F:33])([F:32])[C:3]1[CH:4]=[C:5]([C@H:13]([O:15][C@@H:16]2[C@@H:23]([C:24]3[CH:29]=[CH:28][C:27]([F:30])=[CH:26][CH:25]=3)[C@H:22]3[N:18]([C:19](=[O:31])[CH2:20][CH2:21]3)[CH2:17]2)[CH3:14])[CH:6]=[C:7]([C:9]([F:12])([F:11])[F:10])[CH:8]=1.[CH3:34][O:35][C:36](=O)[O:37]C.[Li+].CC([N-]C(C)C)C. The catalyst is C1COCC1.CCCCCCC.C1COCC1.C(C1C=CC=CC=1)C. The product is [F:33][C:2]([F:1])([F:32])[C:3]1[CH:4]=[C:5]([C@H:13]([O:15][C@@H:16]2[C@@H:23]([C:24]3[CH:25]=[CH:26][C:27]([F:30])=[CH:28][CH:29]=3)[C@H:22]3[N:18]([C:19](=[O:31])[CH:20]([C:36]([O:35][CH3:34])=[O:37])[CH2:21]3)[CH2:17]2)[CH3:14])[CH:6]=[C:7]([C:9]([F:11])([F:12])[F:10])[CH:8]=1. The yield is 0.840. (7) The reactants are [OH:1][CH:2]1[CH2:7][CH2:6][N:5]([C:8]([O:10][C:11]([CH3:14])([CH3:13])[CH3:12])=[O:9])[CH2:4][CH2:3]1.C(N(CC)CC)C.[CH3:22][S:23](Cl)(=[O:25])=[O:24]. The catalyst is ClCCl. The product is [CH3:22][S:23]([O:1][CH:2]1[CH2:3][CH2:4][N:5]([C:8]([O:10][C:11]([CH3:14])([CH3:13])[CH3:12])=[O:9])[CH2:6][CH2:7]1)(=[O:25])=[O:24]. The yield is 1.00. (8) The reactants are C(OC([N:8]1[CH2:11][CH:10]([C:12]2[C:21]([N:22]3[CH2:27][CH2:26][CH:25]([CH2:28][OH:29])[CH2:24][CH2:23]3)=[N:20][C:19]3[C:14](=[CH:15][CH:16]=[CH:17][CH:18]=3)[N:13]=2)[CH2:9]1)=O)(C)(C)C.[ClH:30].CO. No catalyst specified. The product is [ClH:30].[NH:8]1[CH2:9][CH:10]([C:12]2[C:21]([N:22]3[CH2:23][CH2:24][CH:25]([CH2:28][OH:29])[CH2:26][CH2:27]3)=[N:20][C:19]3[C:14]([N:13]=2)=[CH:15][CH:16]=[CH:17][CH:18]=3)[CH2:11]1. The yield is 0.990.